This data is from Peptide-MHC class I binding affinity with 185,985 pairs from IEDB/IMGT. The task is: Regression. Given a peptide amino acid sequence and an MHC pseudo amino acid sequence, predict their binding affinity value. This is MHC class I binding data. (1) The peptide sequence is FHGIFYSIF. The MHC is HLA-A26:02 with pseudo-sequence HLA-A26:02. The binding affinity (normalized) is 0.0847. (2) The peptide sequence is ISTHIGFSF. The MHC is HLA-B58:01 with pseudo-sequence HLA-B58:01. The binding affinity (normalized) is 0.936. (3) The peptide sequence is GLMWLSYFV. The MHC is HLA-B07:02 with pseudo-sequence HLA-B07:02. The binding affinity (normalized) is 0.0847. (4) The peptide sequence is KSCLPACVY. The MHC is HLA-B27:05 with pseudo-sequence HLA-B27:05. The binding affinity (normalized) is 0.0847. (5) The peptide sequence is DLVRAYHAM. The MHC is HLA-A24:02 with pseudo-sequence HLA-A24:02. The binding affinity (normalized) is 0.196. (6) The peptide sequence is CHQHSNSYI. The MHC is Mamu-B17 with pseudo-sequence Mamu-B17. The binding affinity (normalized) is 0.302.